This data is from Experimentally validated miRNA-target interactions with 360,000+ pairs, plus equal number of negative samples. The task is: Binary Classification. Given a miRNA mature sequence and a target amino acid sequence, predict their likelihood of interaction. (1) The miRNA is hsa-miR-3121-5p with sequence UCCUUUGCCUAUUCUAUUUAAG. The protein sequence of the target gene is MPRLHDHFWSCSCAHSARRRGPPRASAAGLAAKVGEMINVSVSGPSLLAAHGAPDADPAPRGRSAAMSGPEPGSPYPNTWHHRLLQRSLVLFSVGVVLALVLNLLQIQRNVTLFPEEVIATIFSSAWWVPPCCGTAAAVVGLLYPCIDSHLGEPHKFKREWASVMRCIAVFVGINHASAKLDFANNVQLSLTLAALSLGLWWTFDRSRSGLGLGITIAFLATLITQFLVYNGVYQYTSPDFLYIRSWLPCIFFSGGVTVGNIGRQLAMGVPEKPHSD. Result: 1 (interaction). (2) The miRNA is hsa-miR-520g-3p with sequence ACAAAGUGCUUCCCUUUAGAGUGU. The protein sequence of the target gene is MEDKRNIQIIEWEHLDKKKFYVFGVAMTMMIRVSVYPFTLIRTRLQVQKGKSLYHGTFDAFIKILRADGITGLYRGFLVNTFTLISGQCYVTTYELTRKFVADYSQSNTVKSLVAGGSASLVAQSITVPIDVVSQHLMMQRKGEKMGRFQVRGNPEGQGVVAFGQTKDIIRQILQADGLRGFYRGYVASLLTYIPNSAVWWPFYHFYAEQLSYLCPKECPHIVFQAVSGPLAAATASILTNPMDVIRTRVQVEGKNSIILTFRQLMAEEGPWGLMKGLSARIISATPSTIVIVVGYESLK.... Result: 1 (interaction).